From a dataset of Forward reaction prediction with 1.9M reactions from USPTO patents (1976-2016). Predict the product of the given reaction. (1) Given the reactants [NH2:1][C:2]1[C:6]([C:7]#[N:8])=[C:5]([C:9]2[CH:14]=[CH:13][C:12]([O:15][C:16]3[CH:21]=[CH:20][CH:19]=[CH:18][CH:17]=3)=[CH:11][CH:10]=2)[N:4]([C@@H:22]2[CH2:27][CH2:26][CH2:25][N:24]([C:28]([O:30][C:31]([CH3:34])([CH3:33])[CH3:32])=[O:29])[CH2:23]2)[N:3]=1.C([O-])([O-])=[O:36].[K+].[K+].OO.O, predict the reaction product. The product is: [NH2:1][C:2]1[C:6]([C:7](=[O:36])[NH2:8])=[C:5]([C:9]2[CH:14]=[CH:13][C:12]([O:15][C:16]3[CH:21]=[CH:20][CH:19]=[CH:18][CH:17]=3)=[CH:11][CH:10]=2)[N:4]([C@@H:22]2[CH2:27][CH2:26][CH2:25][N:24]([C:28]([O:30][C:31]([CH3:34])([CH3:33])[CH3:32])=[O:29])[CH2:23]2)[N:3]=1. (2) Given the reactants [C:1]([NH2:9])(=[S:8])[C:2]1[CH:7]=[CH:6][N:5]=[CH:4][CH:3]=1.Br[CH2:11][C:12](=O)[C:13]([OH:15])=[O:14], predict the reaction product. The product is: [N:5]1[CH:6]=[CH:7][C:2]([C:1]2[S:8][CH:11]=[C:12]([C:13]([OH:15])=[O:14])[N:9]=2)=[CH:3][CH:4]=1. (3) Given the reactants [F:1][CH:2]([F:34])[C:3]1[S:7][C:6]([C:8]([NH:10][C:11]2[N:15]([CH2:16][C@H:17]3[CH2:21][CH2:20][CH2:19][NH:18]3)[C:14]3[CH:22]=[CH:23][C:24]([C:26]([NH:28][CH2:29][C:30]([CH3:33])([CH3:32])[CH3:31])=[O:27])=[CH:25][C:13]=3[N:12]=2)=[O:9])=[CH:5][CH:4]=1.CCN(C(C)C)C(C)C.[C:44]([CH2:46][C:47](O)=[O:48])#[N:45].CN(C(ON1N=NC2C=CC=NC1=2)=[N+](C)C)C.F[P-](F)(F)(F)(F)F, predict the reaction product. The product is: [C:44]([CH2:46][C:47]([N:18]1[CH2:19][CH2:20][CH2:21][C@@H:17]1[CH2:16][N:15]1[C:14]2[CH:22]=[CH:23][C:24]([C:26]([NH:28][CH2:29][C:30]([CH3:31])([CH3:33])[CH3:32])=[O:27])=[CH:25][C:13]=2[N:12]=[C:11]1[NH:10][C:8]([C:6]1[S:7][C:3]([CH:2]([F:1])[F:34])=[CH:4][CH:5]=1)=[O:9])=[O:48])#[N:45]. (4) Given the reactants Cl[C:2]1[C:11]2[C:6](=[CH:7][C:8]([O:14][CH2:15][CH2:16][CH2:17][S:18]([CH3:21])(=[O:20])=[O:19])=[C:9]([O:12][CH3:13])[CH:10]=2)[N:5]=[CH:4][N:3]=1.C(=O)([O-])[O-].[K+].[K+].[OH:28][C:29]1[CH:38]=[C:37]2[C:32]([CH:33]=[CH:34][CH:35]=[N:36]2)=[CH:31][CH:30]=1, predict the reaction product. The product is: [CH3:13][O:12][C:9]1[CH:10]=[C:11]2[C:6](=[CH:7][C:8]=1[O:14][CH2:15][CH2:16][CH2:17][S:18]([CH3:21])(=[O:20])=[O:19])[N:5]=[CH:4][N:3]=[C:2]2[O:28][C:29]1[CH:38]=[C:37]2[C:32]([CH:33]=[CH:34][CH:35]=[N:36]2)=[CH:31][CH:30]=1. (5) Given the reactants [C:1]([O:4][C@@H:5]1[C@@H:10]([O:11][C:12](=[O:14])[CH3:13])[C@H:9]([O:15][C:16](=[O:18])[CH3:17])[C@@H:8]([O:19]/[C:20](/[C:29]([O:31][CH2:32][CH3:33])=[O:30])=[CH:21]\[C:22]2[CH:27]=[CH:26][CH:25]=[CH:24][C:23]=2F)[O:7][C@H:6]1[CH2:34][O:35][C:36](=[O:38])[CH3:37])(=[O:3])[CH3:2].[Cl:39]C1C=CC(CC(=O)C(OCC)=O)=CC=1.[H-].[Na+].[Br-].C(O[C@@H]1[C@@H](OC(=O)C)[C@H](OC(=O)C)[C@@H](COC(=O)C)O[C@@H]1O)(=O)C, predict the reaction product. The product is: [C:1]([O:4][C@@H:5]1[C@@H:10]([O:11][C:12](=[O:14])[CH3:13])[C@H:9]([O:15][C:16](=[O:18])[CH3:17])[C@@H:8]([O:19]/[C:20](/[C:29]([O:31][CH2:32][CH3:33])=[O:30])=[CH:21]\[C:22]2[CH:27]=[CH:26][C:25]([Cl:39])=[CH:24][CH:23]=2)[O:7][C@H:6]1[CH2:34][O:35][C:36](=[O:38])[CH3:37])(=[O:3])[CH3:2]. (6) Given the reactants [NH2:1][C:2]1([C:7]([OH:9])=[O:8])[CH2:6][CH2:5][CH2:4][CH2:3]1.S(Cl)([Cl:12])=O.[CH3:14]O, predict the reaction product. The product is: [ClH:12].[CH3:14][O:8][C:7]([C:2]1([NH2:1])[CH2:6][CH2:5][CH2:4][CH2:3]1)=[O:9]. (7) Given the reactants C([O:3][C:4]([C@H:6]1[CH2:11][CH2:10][C@H:9]([O:12][C:13]2[N:14]=[N:15][CH:16]=[CH:17][CH:18]=2)[CH2:8][CH2:7]1)=[O:5])C.[OH-].[Na+], predict the reaction product. The product is: [N:15]1[CH:16]=[CH:17][CH:18]=[C:13]([O:12][C@H:9]2[CH2:8][CH2:7][C@H:6]([C:4]([OH:5])=[O:3])[CH2:11][CH2:10]2)[N:14]=1. (8) Given the reactants [NH2:1][C:2]1[CH:7]=[C:6]([N+:8]([O-:10])=[O:9])[CH:5]=[CH:4][C:3]=1[OH:11].C(=O)([O-])[O-].[K+].[K+].Br[C:19](C)([CH3:23])[C:20](Br)=[O:21], predict the reaction product. The product is: [CH3:23][CH:19]1[O:11][C:3]2[CH:4]=[CH:5][C:6]([N+:8]([O-:10])=[O:9])=[CH:7][C:2]=2[NH:1][C:20]1=[O:21].